Dataset: Catalyst prediction with 721,799 reactions and 888 catalyst types from USPTO. Task: Predict which catalyst facilitates the given reaction. (1) Reactant: [Zn:1].Cl[Si](C)(C)C.BrCCBr.[C:11]([O:15][C:16]([N:18]1[CH2:21][CH:20]([I:22])[CH2:19]1)=[O:17])([CH3:14])([CH3:13])[CH3:12]. Product: [I-:22].[C:11]([O:15][C:16]([N:18]1[CH2:21][CH:20]([Zn+:1])[CH2:19]1)=[O:17])([CH3:14])([CH3:13])[CH3:12]. The catalyst class is: 80. (2) Reactant: [CH2:1]([O:3][C:4]1[CH:13]=[CH:12][C:7]2[N:8]=[C:9]([NH2:11])[S:10][C:6]=2[CH:5]=1)[CH3:2].C(N(C(C)C)CC)(C)C.CNC1(NC)C=CN=CC1.[Cl:33][C:34]1[CH:35]=[C:36]([CH:40]=[CH:41][CH:42]=1)[C:37](Cl)=[O:38]. Product: [Cl:33][C:34]1[CH:35]=[C:36]([CH:40]=[CH:41][CH:42]=1)[C:37]([NH:11][C:9]1[S:10][C:6]2[CH:5]=[C:4]([O:3][CH2:1][CH3:2])[CH:13]=[CH:12][C:7]=2[N:8]=1)=[O:38]. The catalyst class is: 7. (3) Reactant: C[O:2][C:3](=[O:43])[C:4]1[CH:9]=[CH:8][C:7]([C:10]#[C:11][C:12]2[CH:17]=[C:16]([Cl:18])[C:15]([O:19][C:20]3[C:25]([C:26]([N:28]4[C:37]5[C:32](=[CH:33][CH:34]=[CH:35][CH:36]=5)[N:31]([CH:38]5[CH2:40][CH2:39]5)[CH2:30][CH2:29]4)=[O:27])=[CH:24][CH:23]=[CH:22][N:21]=3)=[CH:14][C:13]=2[Cl:41])=[CH:6][C:5]=1[Cl:42].C1COCC1.[OH-].[Li+].Cl. The catalyst class is: 72. Product: [Cl:42][C:5]1[CH:6]=[C:7]([C:10]#[C:11][C:12]2[CH:17]=[C:16]([Cl:18])[C:15]([O:19][C:20]3[C:25]([C:26]([N:28]4[C:37]5[C:32](=[CH:33][CH:34]=[CH:35][CH:36]=5)[N:31]([CH:38]5[CH2:40][CH2:39]5)[CH2:30][CH2:29]4)=[O:27])=[CH:24][CH:23]=[CH:22][N:21]=3)=[CH:14][C:13]=2[Cl:41])[CH:8]=[CH:9][C:4]=1[C:3]([OH:43])=[O:2]. (4) Reactant: CO[C:3](=[O:22])[C:4]([C:6]1[N:7](C(OC(C)(C)C)=O)[C:8]2[C:13]([CH:14]=1)=[CH:12][CH:11]=[CH:10][CH:9]=2)=O.[C:23]1([NH2:30])[CH:28]=[CH:27][CH:26]=[CH:25][C:24]=1[NH2:29].C(O)(C(F)(F)F)=O. Product: [NH:7]1[C:8]2[C:13](=[CH:12][CH:11]=[CH:10][CH:9]=2)[CH:14]=[C:6]1[C:4]1[C:3](=[O:22])[NH:29][C:24]2[C:23]([N:30]=1)=[CH:28][CH:27]=[CH:26][CH:25]=2. The catalyst class is: 15. (5) Reactant: [CH3:1][C:2]1([CH3:10])[O:7][C:6](=[O:8])[CH2:5][C:4](=[O:9])[O:3]1.C([O-])(=O)C.[NH4+].[CH3:16][CH:17]1[CH2:22][C:21](=O)[CH2:20][CH2:19][N:18]1[C:24]([O:26][C:27]([CH3:30])([CH3:29])[CH3:28])=[O:25]. Product: [CH3:1][C:2]1([CH3:10])[O:7][C:6](=[O:8])[C:5](=[C:21]2[CH2:20][CH2:19][N:18]([C:24]([O:26][C:27]([CH3:30])([CH3:29])[CH3:28])=[O:25])[CH:17]([CH3:16])[CH2:22]2)[C:4](=[O:9])[O:3]1. The catalyst class is: 5. (6) Reactant: Br[C:2]1[CH:7]=[CH:6][CH:5]=[C:4]([Br:8])[N:3]=1.C(=O)([O-])[O-].[K+].[K+].CC1(C)C(C)(C)OB([C:23]2[CH2:24][CH2:25][O:26][CH2:27][CH:28]=2)O1. Product: [Br:8][C:4]1[CH:5]=[CH:6][CH:7]=[C:2]([C:23]2[CH2:28][CH2:27][O:26][CH2:25][CH:24]=2)[N:3]=1. The catalyst class is: 151. (7) Reactant: [Br:1][CH:2]1[C:10]2[C:5](=[CH:6][CH:7]=[C:8]([Br:11])[CH:9]=2)[C:4](=[O:12])[O:3]1.[C:13]1([P:19]([C:26]2[CH:31]=[CH:30][CH:29]=[CH:28][CH:27]=2)[C:20]2[CH:25]=[CH:24][CH:23]=[CH:22][CH:21]=2)[CH:18]=[CH:17][CH:16]=[CH:15][CH:14]=1. Product: [Br-:1].[Br:11][C:8]1[CH:9]=[C:10]2[C:5]([C:4](=[O:12])[O:3][CH:2]2[P+:19]([C:20]2[CH:21]=[CH:22][CH:23]=[CH:24][CH:25]=2)([C:26]2[CH:31]=[CH:30][CH:29]=[CH:28][CH:27]=2)[C:13]2[CH:14]=[CH:15][CH:16]=[CH:17][CH:18]=2)=[CH:6][CH:7]=1. The catalyst class is: 7.